The task is: Predict the reaction yield, written as a fraction of the theoretical maximum amount of product (1.0 means a 100% yield; for example, 0.34 means a 34% yield).. This data is from Reaction yield outcomes from USPTO patents with 853,638 reactions. (1) The reactants are [Br:1][C:2]1[N:7]=[C:6]([NH2:8])[CH:5]=[CH:4][CH:3]=1.CCN(CC)CC.[C:16](Cl)(=[O:18])[CH3:17]. The catalyst is C(Cl)Cl.O. The product is [Br:1][C:2]1[N:7]=[C:6]([NH:8][C:16](=[O:18])[CH3:17])[CH:5]=[CH:4][CH:3]=1. The yield is 0.880. (2) The reactants are [Br:1][C:2]1[CH:7]=[CH:6][C:5]([O:8][CH3:9])=[CH:4][C:3]=1[CH3:10].[Br:11]N1C(=O)CCC1=O. The catalyst is C(OOC(=O)C1C=CC=CC=1)(=O)C1C=CC=CC=1.C(Cl)Cl. The product is [Br:1][C:2]1[CH:7]=[CH:6][C:5]([O:8][CH3:9])=[CH:4][C:3]=1[CH2:10][Br:11]. The yield is 0.700. (3) The reactants are [C:1]([CH2:3][N:4]1[C:12]2[CH2:11][CH2:10][CH2:9][CH2:8][C:7]=2[CH:6]=[C:5]1[C:13]([O:15][CH2:16][CH3:17])=[O:14])#[N:2].Cl.C(OCC)(=O)C. The catalyst is [Pd].C(O)C. The product is [NH2:2][CH2:1][CH2:3][N:4]1[C:12]2[CH2:11][CH2:10][CH2:9][CH2:8][C:7]=2[CH:6]=[C:5]1[C:13]([O:15][CH2:16][CH3:17])=[O:14]. The yield is 0.710. (4) The reactants are [N+:1]([C:4]1[CH:9]=[C:8]([C:10]([F:13])([F:12])[F:11])[CH:7]=[CH:6][C:5]=1[N:14]1[CH:18]=[CH:17][CH:16]=[N:15]1)([O-])=O. The product is [N:14]1([C:5]2[CH:6]=[CH:7][C:8]([C:10]([F:11])([F:12])[F:13])=[CH:9][C:4]=2[NH2:1])[CH:18]=[CH:17][CH:16]=[N:15]1. The catalyst is CCO. The yield is 0.480. (5) The reactants are [F:1][C:2]1[CH:3]=[C:4]([C:8]2[N:9]=[C:10]([NH2:21])[C:11]([NH2:20])=[N:12][C:13]=2[C:14]2[CH:19]=[CH:18][N:17]=[CH:16][CH:15]=2)[CH:5]=[CH:6][CH:7]=1.[C:22](N1C=CN=C1)(N1C=CN=C1)=[O:23]. The catalyst is C1COCC1. The product is [F:1][C:2]1[CH:3]=[C:4]([C:8]2[N:9]=[C:10]3[NH:21][C:22](=[O:23])[NH:20][C:11]3=[N:12][C:13]=2[C:14]2[CH:19]=[CH:18][N:17]=[CH:16][CH:15]=2)[CH:5]=[CH:6][CH:7]=1. The yield is 0.440. (6) The reactants are C([O:8][N:9]1[C:15](=[O:16])[N:14]2[CH2:17][C@H:10]1[CH2:11][CH2:12][C@H:13]2[C:18]1[O:19][CH:20]=[N:21][N:22]=1)C1C=CC=CC=1. The catalyst is C1COCC1.[Pd]. The product is [OH:8][N:9]1[C:15](=[O:16])[N:14]2[CH2:17][C@H:10]1[CH2:11][CH2:12][C@H:13]2[C:18]1[O:19][CH:20]=[N:21][N:22]=1. The yield is 0.910. (7) The reactants are [N:1]1[CH:6]=[CH:5][C:4]([C:7]([OH:9])=O)=[CH:3][CH:2]=1.CN(C(ON1N=NC2C=CC=NC1=2)=[N+](C)C)C.F[P-](F)(F)(F)(F)F.CCN(C(C)C)C(C)C.[Cl:43][C:44]1[CH:49]=[CH:48][C:47]([C:50]2[N:51]=[C:52]3[CH:57]=[CH:56][C:55]([C:58]4[CH:63]=[CH:62][CH:61]=[CH:60][CH:59]=4)=[CH:54][N:53]3[C:64]=2[CH2:65][N:66]2[CH2:71][CH2:70][NH:69][CH2:68][CH2:67]2)=[CH:46][CH:45]=1. The catalyst is CN(C=O)C. The product is [Cl:43][C:44]1[CH:45]=[CH:46][C:47]([C:50]2[N:51]=[C:52]3[CH:57]=[CH:56][C:55]([C:58]4[CH:59]=[CH:60][CH:61]=[CH:62][CH:63]=4)=[CH:54][N:53]3[C:64]=2[CH2:65][N:66]2[CH2:71][CH2:70][N:69]([C:7]([C:4]3[CH:3]=[CH:2][N:1]=[CH:6][CH:5]=3)=[O:9])[CH2:68][CH2:67]2)=[CH:48][CH:49]=1. The yield is 0.180.